Dataset: Catalyst prediction with 721,799 reactions and 888 catalyst types from USPTO. Task: Predict which catalyst facilitates the given reaction. Reactant: [ClH:1].Cl.O[CH:4]([CH2:16][N:17]1[CH2:22][CH2:21][CH2:20][CH2:19][CH2:18]1)[CH2:5][O:6][NH:7][C:8]([C:10]1[CH:11]=[N:12][CH:13]=[CH:14][CH:15]=1)=[NH:9]. Product: [ClH:1].[ClH:1].[Cl:1][CH:4]([CH2:16][N:17]1[CH2:22][CH2:21][CH2:20][CH2:19][CH2:18]1)[CH2:5][O:6][NH:7][C:8]([C:10]1[CH:11]=[N:12][CH:13]=[CH:14][CH:15]=1)=[NH:9]. The catalyst class is: 309.